Task: Predict the reactants needed to synthesize the given product.. Dataset: Full USPTO retrosynthesis dataset with 1.9M reactions from patents (1976-2016) (1) Given the product [CH3:12][C:7]1[CH:8]=[C:9]([CH3:11])[CH:10]=[C:5]([CH3:4])[C:6]=1[NH:13][C:14]([NH:16][C:17]1[C:18]([C:27]([NH:29][C@H:30]([C:35]([OH:37])=[O:36])[CH2:31][CH:32]([CH3:34])[CH3:33])=[O:28])=[CH:19][C:20]2[C:25]([CH:26]=1)=[CH:24][CH:23]=[CH:22][CH:21]=2)=[O:15], predict the reactants needed to synthesize it. The reactants are: O.[OH-].[Li+].[CH3:4][C:5]1[CH:10]=[C:9]([CH3:11])[CH:8]=[C:7]([CH3:12])[C:6]=1[NH:13][C:14]([NH:16][C:17]1[C:18]([C:27]([NH:29][C@H:30]([C:35]([O:37]C)=[O:36])[CH2:31][CH:32]([CH3:34])[CH3:33])=[O:28])=[CH:19][C:20]2[C:25]([CH:26]=1)=[CH:24][CH:23]=[CH:22][CH:21]=2)=[O:15].O.Cl. (2) The reactants are: [CH:1]([C:3]1[C:11]2[C:6](=[CH:7][C:8]([C@H:12]3[C@@:14]4([C:22]5[C:17](=[CH:18][CH:19]=[CH:20][CH:21]=5)[NH:16][C:15]4=[O:23])[CH2:13]3)=[CH:9][CH:10]=2)[NH:5][N:4]=1)=[CH2:2].Br[C:25]1[C:26]([CH3:32])=[N:27][C:28]([CH3:31])=[CH:29][CH:30]=1.CCN(C(C)C)C(C)C.CC1C=CC=CC=1P(C1C=CC=CC=1C)C1C=CC=CC=1C. Given the product [CH3:32][C:26]1[C:25](/[CH:2]=[CH:1]/[C:3]2[C:11]3[C:6](=[CH:7][C:8]([C@H:12]4[C@@:14]5([C:22]6[C:17](=[CH:18][CH:19]=[CH:20][CH:21]=6)[NH:16][C:15]5=[O:23])[CH2:13]4)=[CH:9][CH:10]=3)[NH:5][N:4]=2)=[CH:30][CH:29]=[C:28]([CH3:31])[N:27]=1, predict the reactants needed to synthesize it. (3) Given the product [OH:41][CH2:40][C:36]1[CH:35]=[C:34]([C:30]2[CH:29]=[C:28]([C:27]3[CH2:26][C:25](=[O:49])[NH:24][C:9]4[CH:10]=[C:11]([C:20]([F:22])([F:23])[F:21])[C:12]([O:14][CH2:15][C:16]([F:19])([F:18])[F:17])=[CH:13][C:8]=4[N:7]=3)[CH:33]=[CH:32][CH:31]=2)[CH:39]=[CH:38][N:37]=1, predict the reactants needed to synthesize it. The reactants are: C(OC(=O)[NH:7][C:8]1[CH:13]=[C:12]([O:14][CH2:15][C:16]([F:19])([F:18])[F:17])[C:11]([C:20]([F:23])([F:22])[F:21])=[CH:10][C:9]=1[NH:24][C:25](=[O:49])[CH2:26][C:27](=O)[C:28]1[CH:33]=[CH:32][CH:31]=[C:30]([C:34]2[CH:39]=[CH:38][N:37]=[C:36]([CH2:40][O:41]C3CCCCO3)[CH:35]=2)[CH:29]=1)(C)(C)C.C(O)(C(F)(F)F)=O. (4) Given the product [ClH:1].[F:21][C:3]([F:2])([F:22])[C:4]1[CH:5]=[C:6]([S:10]([C:13]([C@@H:16]2[CH2:19][C@H:18]([NH2:20])[CH2:17]2)([CH3:15])[CH3:14])(=[O:11])=[O:12])[CH:7]=[CH:8][CH:9]=1, predict the reactants needed to synthesize it. The reactants are: [ClH:1].[F:2][C:3]([F:22])([F:21])[C:4]1[CH:5]=[C:6]([S:10]([C:13]([C@H:16]2[CH2:19][C@H:18]([NH2:20])[CH2:17]2)([CH3:15])[CH3:14])(=[O:12])=[O:11])[CH:7]=[CH:8][CH:9]=1.C1(O)CCC1. (5) Given the product [CH:46]1[C:47]2[N:35]([C:33]3[CH:32]=[CH:31][N:30]=[C:29]([N:15]4[C:14]5[CH:13]=[C:12]([O:11][C:10]6[CH:25]=[CH:26][CH:27]=[C:8]([N:4]7[C:5]([CH3:7])=[CH:6][C:2]([CH3:1])=[N:3]7)[CH:9]=6)[CH:24]=[CH:23][C:22]=5[C:21]5[C:16]4=[CH:17][CH:18]=[CH:19][CH:20]=5)[CH:34]=3)[C:36]3[C:41](=[CH:40][CH:39]=[CH:38][CH:37]=3)[C:42]=2[CH:43]=[CH:44][CH:45]=1, predict the reactants needed to synthesize it. The reactants are: [CH3:1][C:2]1[CH:6]=[C:5]([CH3:7])[N:4]([C:8]2[CH:9]=[C:10]([CH:25]=[CH:26][CH:27]=2)[O:11][C:12]2[CH:24]=[CH:23][C:22]3[C:21]4[C:16](=[CH:17][CH:18]=[CH:19][CH:20]=4)[NH:15][C:14]=3[CH:13]=2)[N:3]=1.Cl[C:29]1[CH:34]=[C:33]([N:35]2[C:47]3[CH:46]=[CH:45][CH:44]=[CH:43][C:42]=3[C:41]3[C:36]2=[CH:37][CH:38]=[CH:39][CH:40]=3)[CH:32]=[CH:31][N:30]=1. (6) Given the product [C:18]([O:22][C:23]([N:25]1[CH2:29][CH2:28][CH2:27][C@@H:26]1[CH2:30][O:13][C:10]1[CH:11]=[CH:12][C:7]([O:6][C:5]2[CH:14]=[CH:15][C:2]([F:1])=[CH:3][CH:4]=2)=[CH:8][CH:9]=1)=[O:24])([CH3:21])([CH3:19])[CH3:20], predict the reactants needed to synthesize it. The reactants are: [F:1][C:2]1[CH:15]=[CH:14][C:5]([O:6][C:7]2[CH:12]=[CH:11][C:10]([OH:13])=[CH:9][CH:8]=2)=[CH:4][CH:3]=1.[H-].[Na+].[C:18]([O:22][C:23]([N:25]1[CH2:29][CH2:28][CH2:27][C@@H:26]1[CH2:30]OS(C1C=CC(C)=CC=1)(=O)=O)=[O:24])([CH3:21])([CH3:20])[CH3:19]. (7) Given the product [Cl:28][C:29]1[CH:56]=[C:55]([Cl:57])[CH:54]=[CH:53][C:30]=1[C:31]([N:33]([C:43]1[CH:48]=[CH:47][C:46]([O:49][CH3:50])=[C:45]([O:51][CH3:52])[CH:44]=1)[C:34]1[S:35][C:36]([CH3:42])=[C:37]([C:39]([N:8]2[CH2:18][CH2:19][CH2:24][CH2:23]2)=[O:40])[N:38]=1)=[O:32], predict the reactants needed to synthesize it. The reactants are: ClC1C=CC([N:8]([C:18](=O)[C:19]2[CH:24]=[CH:23]C(Cl)=CC=2Cl)C2SC(C)=C(C(O)=O)N=2)=CC=1.[Cl:28][C:29]1[CH:56]=[C:55]([Cl:57])[CH:54]=[CH:53][C:30]=1[C:31]([N:33]([C:43]1[CH:48]=[CH:47][C:46]([O:49][CH3:50])=[C:45]([O:51][CH3:52])[CH:44]=1)[C:34]1[S:35][C:36]([CH3:42])=[C:37]([C:39](O)=[O:40])[N:38]=1)=[O:32]. (8) Given the product [C:1]([C:3]1[CH:8]=[CH:7][C:6]([CH2:9][O:10][CH2:14][C:15]([O:17][CH3:18])=[O:16])=[CH:5][CH:4]=1)#[N:2], predict the reactants needed to synthesize it. The reactants are: [C:1]([C:3]1[CH:8]=[CH:7][C:6]([CH2:9][OH:10])=[CH:5][CH:4]=1)#[N:2].[H-].[Na+].Br[CH2:14][C:15]([O:17][CH3:18])=[O:16].[Cl-].[NH4+].